From a dataset of Forward reaction prediction with 1.9M reactions from USPTO patents (1976-2016). Predict the product of the given reaction. (1) Given the reactants [Cl:1][C:2]1[CH:17]=[C:16]([NH:18][C:19]2[C:20]3[N:27]([CH2:28][CH2:29][OH:30])[CH:26]=[CH:25][C:21]=3[N:22]=[CH:23][N:24]=2)[CH:15]=[CH:14][C:3]=1[O:4][C:5]1[CH:6]=[C:7]([CH:11]=[CH:12][CH:13]=1)[C:8](O)=[O:9].[NH2:31][C:32]([CH3:36])([CH3:35])[C:33]#[CH:34].Cl.C(N=C=NCCCN(C)C)C.O.ON1C2C=CC=CC=2N=N1, predict the reaction product. The product is: [Cl:1][C:2]1[CH:17]=[C:16]([NH:18][C:19]2[C:20]3[N:27]([CH2:28][CH2:29][OH:30])[CH:26]=[CH:25][C:21]=3[N:22]=[CH:23][N:24]=2)[CH:15]=[CH:14][C:3]=1[O:4][C:5]1[CH:6]=[C:7]([CH:11]=[CH:12][CH:13]=1)[C:8]([NH:31][C:32]([CH3:36])([CH3:35])[C:33]#[CH:34])=[O:9]. (2) The product is: [CH2:22]([N:21]([CH2:14][C:15]1[CH:20]=[CH:19][CH:18]=[CH:17][CH:16]=1)[C:11]([CH:8]1[CH2:7][CH2:6][C:5]2([O:1][CH2:2][CH2:3][O:4]2)[CH2:10][CH2:9]1)=[O:13])[C:23]1[CH:28]=[CH:27][CH:26]=[CH:25][CH:24]=1. Given the reactants [O:1]1[C:5]2([CH2:10][CH2:9][CH:8]([C:11]([OH:13])=O)[CH2:7][CH2:6]2)[O:4][CH2:3][CH2:2]1.[CH2:14]([NH:21][CH2:22][C:23]1[CH:28]=[CH:27][CH:26]=[CH:25][CH:24]=1)[C:15]1[CH:20]=[CH:19][CH:18]=[CH:17][CH:16]=1, predict the reaction product. (3) Given the reactants [C:1]12([CH2:11][C:12](O)=[O:13])[CH2:10][CH:5]3[CH2:6][CH:7]([CH2:9][CH:3]([CH2:4]3)[CH2:2]1)[CH2:8]2.CCN=C=N[CH2:20][CH2:21][CH2:22][N:23](C)C.Cl.C(N(CC)CC)C.[S:34]1C(NC)=C[C:36]2[CH:41]=[CH:42][CH:43]=[CH:44][C:35]1=2, predict the reaction product. The product is: [C:1]12([CH2:11][C:12]([NH:23][CH2:22][C:21]3[S:34][C:35]4[CH:44]=[CH:43][CH:42]=[CH:41][C:36]=4[CH:20]=3)=[O:13])[CH2:10][CH:5]3[CH2:4][CH:3]([CH2:9][CH:7]([CH2:6]3)[CH2:8]1)[CH2:2]2. (4) The product is: [F:1][C:2]1[CH:7]=[CH:6][CH:5]=[CH:4][C:3]=1[N:8]1[C:16]2[C:11](=[C:12]([N:17]3[CH2:21][CH2:20][N:19]([CH2:27][C:28]4[S:29][CH:30]=[C:31]([CH3:33])[N:32]=4)[C:18]3=[O:22])[CH:13]=[CH:14][CH:15]=2)[CH:10]=[N:9]1. Given the reactants [F:1][C:2]1[CH:7]=[CH:6][CH:5]=[CH:4][C:3]=1[N:8]1[C:16]2[C:11](=[C:12]([N:17]3[CH2:21][CH2:20][NH:19][C:18]3=[O:22])[CH:13]=[CH:14][CH:15]=2)[CH:10]=[N:9]1.[H-].[Na+].Cl.Cl[CH2:27][C:28]1[S:29][CH:30]=[C:31]([CH3:33])[N:32]=1, predict the reaction product. (5) Given the reactants Br[C:2]1[N:7]=[C:6]([C:8]([NH2:10])=[O:9])[CH:5]=[CH:4][CH:3]=1.CC1(C)C(C)(C)OB([C:19]2[CH2:24][CH2:23][N:22]([C:25]([O:27][C:28]([CH3:31])([CH3:30])[CH3:29])=[O:26])[CH2:21][CH:20]=2)O1, predict the reaction product. The product is: [C:8]([C:6]1[N:7]=[C:2]([C:19]2[CH2:24][CH2:23][N:22]([C:25]([O:27][C:28]([CH3:31])([CH3:30])[CH3:29])=[O:26])[CH2:21][CH:20]=2)[CH:3]=[CH:4][CH:5]=1)(=[O:9])[NH2:10].